Task: Predict the reactants needed to synthesize the given product.. Dataset: Full USPTO retrosynthesis dataset with 1.9M reactions from patents (1976-2016) (1) Given the product [ClH:37].[ClH:37].[ClH:37].[NH2:7][CH2:8][C:9]1[CH:14]=[CH:13][C:12]([C:15]2[N:19]3[CH:20]=[CH:21][C:22]([C:24]4[CH:29]=[CH:28][N:27]=[C:26]([CH2:30][N:31]([CH2:34][CH3:35])[CH2:32][CH3:33])[CH:25]=4)=[CH:23][C:18]3=[N:17][CH:16]=2)=[CH:11][CH:10]=1, predict the reactants needed to synthesize it. The reactants are: C(OC(=O)[NH:7][CH2:8][C:9]1[CH:14]=[CH:13][C:12]([C:15]2[N:19]3[CH:20]=[CH:21][C:22]([C:24]4[CH:29]=[CH:28][N:27]=[C:26]([CH2:30][N:31]([CH2:34][CH3:35])[CH2:32][CH3:33])[CH:25]=4)=[CH:23][C:18]3=[N:17][CH:16]=2)=[CH:11][CH:10]=1)(C)(C)C.[ClH:37]. (2) Given the product [CH3:1][O:2][C:3]1[CH:4]=[C:5]([C:11]([C:13]2[CH:18]=[CH:17][CH:16]=[C:15]([O:19][CH3:20])[CH:14]=2)=[CH:29][C:30]#[N:31])[CH:6]=[CH:7][C:8]=1[O:9][CH3:10], predict the reactants needed to synthesize it. The reactants are: [CH3:1][O:2][C:3]1[CH:4]=[C:5]([C:11]([C:13]2[CH:18]=[CH:17][CH:16]=[C:15]([O:19][CH3:20])[CH:14]=2)=O)[CH:6]=[CH:7][C:8]=1[O:9][CH3:10].C(OP([CH2:29][C:30]#[N:31])(=O)OCC)C.C[Si]([N-][Si](C)(C)C)(C)C.[Li+].COC1C=C(C(C2C=CC=C(OC)C=2)=CC#N)C=C(OC)C=1.